This data is from Forward reaction prediction with 1.9M reactions from USPTO patents (1976-2016). The task is: Predict the product of the given reaction. (1) Given the reactants [C:1]1([C@@H:7]2[CH2:9][C@H:8]2[NH:10][CH:11]([CH:13]2[CH2:18][CH2:17][N:16](C(OC(C)(C)C)=O)[CH2:15][CH2:14]2)[CH3:12])[CH:6]=[CH:5][CH:4]=[CH:3][CH:2]=1.Cl.O1CCOCC1, predict the reaction product. The product is: [C:1]1([C@@H:7]2[CH2:9][C@H:8]2[NH:10][CH:11]([CH:13]2[CH2:18][CH2:17][NH:16][CH2:15][CH2:14]2)[CH3:12])[CH:2]=[CH:3][CH:4]=[CH:5][CH:6]=1. (2) Given the reactants Cl[C:2]1[C:19]2[C:6](=[C:7]3[C:16](=[CH:17][CH:18]=2)[C:15]2[C:10](=[CH:11][CH:12]=[CH:13][CH:14]=2)[S:9](=[O:21])(=[O:20])[NH:8]3)[N:5]=[CH:4][CH:3]=1.[CH3:22][NH:23][CH3:24], predict the reaction product. The product is: [O:20]=[S:9]1(=[O:21])[C:10]2[C:15](=[CH:14][CH:13]=[CH:12][CH:11]=2)[C:16]2[C:7](=[C:6]3[C:19](=[CH:18][CH:17]=2)[C:2]([N:23]([CH3:24])[CH3:22])=[CH:3][CH:4]=[N:5]3)[NH:8]1. (3) Given the reactants [Br:1][C:2]1[CH:7]=[CH:6][C:5]([C:8](=[O:10])[CH3:9])=[C:4]([O:11][CH3:12])[CH:3]=1.[Br:13]Br, predict the reaction product. The product is: [Br:13][CH2:9][C:8]([C:5]1[CH:6]=[CH:7][C:2]([Br:1])=[CH:3][C:4]=1[O:11][CH3:12])=[O:10]. (4) Given the reactants [Cl:1][C:2]1[CH:3]=[C:4]([C:12]2[S:16][C:15]([C:17]3[C:18]([CH2:26][CH3:27])=[C:19]([CH2:23][CH:24]=O)[CH:20]=[CH:21][CH:22]=3)=[N:14][N:13]=2)[CH:5]=[CH:6][C:7]=1[O:8][CH:9]([CH3:11])[CH3:10].[NH:28]1[CH2:31][CH:30]([C:32]([O:34][CH3:35])=[O:33])[CH2:29]1.C([O-])(=O)C.[Na+].C(O[BH-](OC(=O)C)OC(=O)C)(=O)C.[Na+], predict the reaction product. The product is: [Cl:1][C:2]1[CH:3]=[C:4]([C:12]2[S:16][C:15]([C:17]3[C:18]([CH2:26][CH3:27])=[C:19]([CH2:23][CH2:24][N:28]4[CH2:31][CH:30]([C:32]([O:34][CH3:35])=[O:33])[CH2:29]4)[CH:20]=[CH:21][CH:22]=3)=[N:14][N:13]=2)[CH:5]=[CH:6][C:7]=1[O:8][CH:9]([CH3:11])[CH3:10]. (5) Given the reactants C(N(CC)CC)C.[CH2:8]([NH:15][C:16]1[C:21](I)=[C:20]([CH3:23])[N:19]=[C:18]([NH2:24])[N:17]=1)[C:9]1[CH:14]=[CH:13][CH:12]=[CH:11][CH:10]=1.[C:25]([O:29][CH2:30][CH3:31])(=[O:28])[CH:26]=[CH2:27], predict the reaction product. The product is: [CH2:30]([O:29][C:25](=[O:28])/[CH:26]=[CH:27]/[C:21]1[C:16]([NH:15][CH2:8][C:9]2[CH:14]=[CH:13][CH:12]=[CH:11][CH:10]=2)=[N:17][C:18]([NH2:24])=[N:19][C:20]=1[CH3:23])[CH3:31]. (6) Given the reactants Br[CH2:2][CH2:3][CH2:4][CH2:5][CH2:6][CH2:7][CH2:8][CH2:9][CH:10]1[O:14][CH2:13][CH2:12][O:11]1.[CH:15]([N:18]([CH:21]([CH3:23])C)[CH2:19][CH3:20])(C)C.Cl.[CH:25]1([C:31]([OH:48])([C:42]2[CH:47]=[CH:46][CH:45]=[CH:44][CH:43]=2)[C:32]([O:34][CH2:35][CH:36]2CCNCC2)=[O:33])[CH2:30][CH2:29][CH2:28][CH2:27][CH2:26]1, predict the reaction product. The product is: [CH:42]1([C:31]([OH:48])([C:25]2[CH:26]=[CH:27][CH:28]=[CH:29][CH:30]=2)[C:32]([O:34][CH2:35][CH:36]2[CH2:20][CH2:19][N:18]([CH2:15][CH2:2][CH2:3][CH2:4][CH2:5][CH2:6][CH2:7][CH2:8][CH2:9][CH:10]3[O:14][CH2:13][CH2:12][O:11]3)[CH2:21][CH2:23]2)=[O:33])[CH2:47][CH2:46][CH2:45][CH2:44][CH2:43]1. (7) Given the reactants [Cl:1][C:2]1[CH:7]=[C:6]([CH3:8])[CH:5]=[C:4](Cl)[N:3]=1.[CH3:10][O-:11].[Na+], predict the reaction product. The product is: [Cl:1][C:2]1[CH:7]=[C:6]([CH3:8])[CH:5]=[C:4]([O:11][CH3:10])[N:3]=1.